From a dataset of Catalyst prediction with 721,799 reactions and 888 catalyst types from USPTO. Predict which catalyst facilitates the given reaction. (1) Reactant: [CH2:1]([O:8][C:9]1[CH:10]=[C:11]2[C:15](=[CH:16][CH:17]=1)[NH:14][CH:13]=[CH:12]2)[C:2]1[CH:7]=[CH:6][CH:5]=[CH:4][CH:3]=1.[H-].[Na+].Br[CH2:21][C:22]([O:24][CH3:25])=[O:23]. Product: [CH3:25][O:24][C:22](=[O:23])[CH2:21][N:14]1[C:15]2[C:11](=[CH:10][C:9]([O:8][CH2:1][C:2]3[CH:3]=[CH:4][CH:5]=[CH:6][CH:7]=3)=[CH:17][CH:16]=2)[CH:12]=[CH:13]1. The catalyst class is: 3. (2) Reactant: [CH3:1][O:2][C:3](=[O:12])[C:4]1[CH:9]=[CH:8][C:7]([F:10])=[C:6]([OH:11])[CH:5]=1.C(=O)([O-])[O-].[K+].[K+].[CH2:19](Br)[CH:20]=[CH2:21]. Product: [CH3:1][O:2][C:3](=[O:12])[C:4]1[CH:9]=[CH:8][C:7]([F:10])=[C:6]([O:11][CH2:21][CH:20]=[CH2:19])[CH:5]=1. The catalyst class is: 21.